This data is from Ames mutagenicity test results for genotoxicity prediction. The task is: Regression/Classification. Given a drug SMILES string, predict its toxicity properties. Task type varies by dataset: regression for continuous values (e.g., LD50, hERG inhibition percentage) or binary classification for toxic/non-toxic outcomes (e.g., AMES mutagenicity, cardiotoxicity, hepatotoxicity). Dataset: ames. (1) The compound is CC(=O)Nc1cccc(N)c1C(=O)O. The result is 1 (mutagenic). (2) The compound is COc1ccc(O)c2c(=O)c3c(OC)cc4c(c3oc12)C1C=COC1O4. The result is 1 (mutagenic). (3) The molecule is O=C(CO)N(O)c1ccc(Cl)cc1. The result is 0 (non-mutagenic). (4) The compound is O=C1OC2C(O)COC2(O)C1(O)Cc1c[nH]c2ccccc12. The result is 0 (non-mutagenic).